Dataset: Full USPTO retrosynthesis dataset with 1.9M reactions from patents (1976-2016). Task: Predict the reactants needed to synthesize the given product. (1) Given the product [Si:25]([O:24][C@@H:14]1[C@H:13]([O:32][Si:33]([C:36]([CH3:37])([CH3:38])[CH3:39])([CH3:35])[CH3:34])[C@@H:12]([CH2:11][OH:10])[O:16][C@H:15]1[N:17]1[CH:22]=[CH:21][CH:20]=[N:19][C:18]1=[O:23])([C:28]([CH3:29])([CH3:30])[CH3:31])([CH3:26])[CH3:27], predict the reactants needed to synthesize it. The reactants are: COC1C=CC(C(C2C=CC(OC)=CC=2)(C2C=CC=CC=2)[O:10][CH2:11][C@H:12]2[O:16][C@@H:15]([N:17]3[CH:22]=[CH:21][CH:20]=[N:19][C:18]3=[O:23])[C@H:14]([O:24][Si:25]([C:28]([CH3:31])([CH3:30])[CH3:29])([CH3:27])[CH3:26])[C@@H:13]2[O:32][Si:33]([C:36]([CH3:39])([CH3:38])[CH3:37])([CH3:35])[CH3:34])=CC=1.C(O)(C(F)(F)F)=O. (2) Given the product [Cl:12][CH2:11][CH:10]([CH3:13])[CH2:9][N:1]1[CH2:5][CH2:4][CH2:3][CH2:2]1, predict the reactants needed to synthesize it. The reactants are: [NH:1]1[CH2:5][CH2:4][CH2:3][CH2:2]1.[OH-].[Na+].Br[CH2:9][CH:10]([CH3:13])[CH2:11][Cl:12]. (3) Given the product [ClH:31].[CH3:1][C@@H:2]1[CH2:3][NH:4][CH2:5][C@H:6]1[O:7][C:8]1[C:17]2[C:12](=[CH:13][CH:14]=[CH:15][CH:16]=2)[CH:11]=[C:10]([C:18]2[NH:22][C:21](=[O:23])[NH:20][N:19]=2)[N:9]=1, predict the reactants needed to synthesize it. The reactants are: [CH3:1][C@H:2]1[C@H:6]([O:7][C:8]2[C:17]3[C:12](=[CH:13][CH:14]=[CH:15][CH:16]=3)[CH:11]=[C:10]([C:18]3[NH:22][C:21](=[O:23])[NH:20][N:19]=3)[N:9]=2)[CH2:5][N:4](C(OC(C)(C)C)=O)[CH2:3]1.[ClH:31].O1CCOCC1. (4) Given the product [F:11][C:12]([F:25])([F:24])[C:13]([OH:1])=[O:14].[F:24][C:12]([F:11])([F:25])[C:13]([C:15]1[CH:16]=[CH:17][C:18]([C:19]2[O:21][N:10]=[C:3]([C:4]3[CH:5]=[N:6][CH:7]=[CH:8][CH:9]=3)[N:2]=2)=[CH:22][CH:23]=1)=[O:14], predict the reactants needed to synthesize it. The reactants are: [OH:1][N:2]=[C:3]([NH2:10])[C:4]1[CH:9]=[CH:8][CH:7]=[N:6][CH:5]=1.[F:11][C:12]([F:25])([F:24])[C:13]([C:15]1[CH:23]=[CH:22][C:18]([C:19]([OH:21])=O)=[CH:17][CH:16]=1)=[O:14].N.